From a dataset of Peptide-MHC class II binding affinity with 134,281 pairs from IEDB. Regression. Given a peptide amino acid sequence and an MHC pseudo amino acid sequence, predict their binding affinity value. This is MHC class II binding data. (1) The peptide sequence is KKEEKKESGDAASGA. The MHC is HLA-DQA10501-DQB10301 with pseudo-sequence HLA-DQA10501-DQB10301. The binding affinity (normalized) is 0.278. (2) The peptide sequence is VKIVQKRGIVKENIID. The MHC is DRB1_0101 with pseudo-sequence DRB1_0101. The binding affinity (normalized) is 0.423. (3) The peptide sequence is KASNTILPLMALLTP. The MHC is DRB3_0301 with pseudo-sequence DRB3_0301. The binding affinity (normalized) is 0.936. (4) The peptide sequence is EKKYFAATQFEPDAA. The MHC is DRB1_0701 with pseudo-sequence DRB1_0701. The binding affinity (normalized) is 0.446. (5) The peptide sequence is LGHRDALEDDLLNRN. The MHC is DRB4_0101 with pseudo-sequence DRB4_0103. The binding affinity (normalized) is 0. (6) The peptide sequence is MILVGVIMMFLSLGV. The MHC is DRB1_0301 with pseudo-sequence DRB1_0301. The binding affinity (normalized) is 0. (7) The MHC is DRB5_0101 with pseudo-sequence DRB5_0101. The binding affinity (normalized) is 0.808. The peptide sequence is LMMLVSVAGRV. (8) The peptide sequence is RPAEVRKVCYNAVLT. The MHC is DRB1_1101 with pseudo-sequence DRB1_1101. The binding affinity (normalized) is 0.474. (9) The MHC is DRB4_0101 with pseudo-sequence DRB4_0103. The binding affinity (normalized) is 0.811. The peptide sequence is GELQIVDKIDAAFKS.